Dataset: Reaction yield outcomes from USPTO patents with 853,638 reactions. Task: Predict the reaction yield, written as a fraction of the theoretical maximum amount of product (1.0 means a 100% yield; for example, 0.34 means a 34% yield). (1) The reactants are Cl.[Cl:2][C:3]1[CH:4]=[C:5]2[C:9](=[CH:10][CH:11]=1)[NH:8][CH:7]=[C:6]2[CH2:12][CH2:13][NH2:14].[O:15]1[CH:19]=[CH:18][CH:17]=[C:16]1[C:20]1[N:24]([CH3:25])[N:23]=[C:22]([C:26](Cl)=[O:27])[CH:21]=1.C(N(CC)CC)C.C(OCC)(=O)C. The catalyst is ClCCl. The product is [Cl:2][C:3]1[CH:4]=[C:5]2[C:9](=[CH:10][CH:11]=1)[NH:8][CH:7]=[C:6]2[CH2:12][CH2:13][NH:14][C:26]([C:22]1[CH:21]=[C:20]([C:16]2[O:15][CH:19]=[CH:18][CH:17]=2)[N:24]([CH3:25])[N:23]=1)=[O:27]. The yield is 0.980. (2) The reactants are [Cl:1][C:2]1[N:7]=[C:6](Cl)[C:5]([N+:9]([O-:11])=[O:10])=[CH:4][N:3]=1.C([N:15](CC)[CH:16]([CH3:18])[CH3:17])(C)C.C1(N)CC1. The catalyst is C1COCC1. The product is [Cl:1][C:2]1[N:7]=[C:6]([NH:15][CH:16]2[CH2:18][CH2:17]2)[C:5]([N+:9]([O-:11])=[O:10])=[CH:4][N:3]=1. The yield is 0.770. (3) The reactants are FC(F)(F)C(O)=O.[CH:8]1([O:12][C:13]2[CH:14]=[C:15]([F:28])[C:16]([F:27])=[C:17]([NH:19]C(=O)OC(C)(C)C)[CH:18]=2)[CH2:11][CH2:10][CH2:9]1.[Cl:29]CCl. No catalyst specified. The product is [ClH:29].[CH:8]1([O:12][C:13]2[CH:14]=[C:15]([F:28])[C:16]([F:27])=[C:17]([CH:18]=2)[NH2:19])[CH2:9][CH2:10][CH2:11]1. The yield is 0.890.